This data is from Full USPTO retrosynthesis dataset with 1.9M reactions from patents (1976-2016). The task is: Predict the reactants needed to synthesize the given product. (1) Given the product [N:18]1([CH:14]([NH:8][C:6](=[O:7])[C:5]2[CH:9]=[CH:10][C:2]([Br:1])=[CH:3][CH:4]=2)[CH2:13][C:12]([CH3:17])([CH3:16])[CH3:11])[C:22]2[CH:23]=[CH:24][CH:25]=[CH:26][C:21]=2[N:20]=[N:19]1, predict the reactants needed to synthesize it. The reactants are: [Br:1][C:2]1[CH:10]=[CH:9][C:5]([C:6]([NH2:8])=[O:7])=[CH:4][CH:3]=1.[CH3:11][C:12]([CH3:17])([CH3:16])[CH2:13][CH:14]=O.[NH:18]1[C:22]2[CH:23]=[CH:24][CH:25]=[CH:26][C:21]=2[N:20]=[N:19]1.C1(C)C=CC(S(O)(=O)=O)=CC=1. (2) Given the product [Br:1][C:2]1[CH:3]=[CH:4][C:5]([C:8]2([NH:11][CH2:12][CH2:13][CH3:14])[CH2:9][CH2:10]2)=[CH:6][CH:7]=1, predict the reactants needed to synthesize it. The reactants are: [Br:1][C:2]1[CH:7]=[CH:6][C:5]([C:8]2([NH:11][C:12](=O)[CH2:13][CH3:14])[CH2:10][CH2:9]2)=[CH:4][CH:3]=1.C([O-])(O)=O.[Na+]. (3) Given the product [C:30]([CH:9]1[CH2:41][CH:46]([C:34]2[CH:35]=[CH:36][CH:29]=[C:28]([O:27][CH3:26])[CH:33]=2)[CH2:45][CH2:1][C:8]1([NH2:12])[C:15]([OH:17])=[O:16])([O:32][CH2:33][CH:34]1[C:46]2[C:41](=[CH:42][CH:43]=[CH:44][CH:45]=2)[C:40]2[C:35]1=[CH:36][CH:37]=[CH:38][CH:39]=2)=[O:31], predict the reactants needed to synthesize it. The reactants are: [C:1]([C:8]1([C:15]([O:17]C(C)(C)C)=[O:16])[NH:12]C(=O)N[C:9]1=O)(OC(C)(C)C)=O.[OH-].[Na+].O1[CH2:29][CH2:28][O:27][CH2:26]C1.[C:30](Cl)([O:32][CH2:33][CH:34]1[C:46]2[C:41](=[CH:42][CH:43]=[CH:44][CH:45]=2)[C:40]2[C:35]1=[CH:36][CH:37]=[CH:38][CH:39]=2)=[O:31].